This data is from Reaction yield outcomes from USPTO patents with 853,638 reactions. The task is: Predict the reaction yield, written as a fraction of the theoretical maximum amount of product (1.0 means a 100% yield; for example, 0.34 means a 34% yield). (1) The yield is 0.700. The catalyst is C(#N)C. The product is [CH2:14]([O:13][CH:12]([O:16][CH2:17][CH3:18])[CH2:11][NH:9][C@@H:7]([C:1]1[CH:6]=[CH:5][CH:4]=[CH:3][CH:2]=1)[CH3:8])[CH3:15]. The reactants are [C:1]1([C@H:7]([NH2:9])[CH3:8])[CH:6]=[CH:5][CH:4]=[CH:3][CH:2]=1.Br[CH2:11][CH:12]([O:16][CH2:17][CH3:18])[O:13][CH2:14][CH3:15].C(=O)([O-])[O-].[K+].[K+]. (2) The reactants are C([C@H]([C@@H](C(OC(C)C)=O)O)O)(OC(C)C)=[O:2].C(OO)(C)(C)C.[F:23][C:24]1[CH:25]=[C:26]([CH:31]=[CH:32][CH:33]=1)/[CH:27]=[CH:28]/[CH2:29][OH:30].[OH-].[Na+].[Cl-].[Na+]. The catalyst is ClCCl.CC(C)[O-].[Ti+4].CC(C)[O-].CC(C)[O-].CC(C)[O-].C(OCC)C. The product is [F:23][C:24]1[CH:25]=[C:26]([C@H:27]2[O:2][C@@H:28]2[CH2:29][OH:30])[CH:31]=[CH:32][CH:33]=1. The yield is 0.900. (3) The yield is 0.431. The product is [Cl:6][C:7]1[CH:21]=[CH:20][C:10]([O:11][C:12]2[CH:19]=[CH:18][C:15]([CH:16]=[CH2:1])=[CH:14][CH:13]=2)=[CH:9][C:8]=1[O:22][C:23]([F:26])([F:25])[F:24]. The reactants are [CH2:1]([Li])CCC.[Cl:6][C:7]1[CH:21]=[CH:20][C:10]([O:11][C:12]2[CH:19]=[CH:18][C:15]([CH:16]=O)=[CH:14][CH:13]=2)=[CH:9][C:8]=1[O:22][C:23]([F:26])([F:25])[F:24]. The catalyst is [Br-].C[P+](C1C=CC=CC=1)(C1C=CC=CC=1)C1C=CC=CC=1.C1COCC1. (4) The reactants are [CH3:1][N:2]1[N:6]=[C:5]([NH2:7])[CH:4]=[N:3]1.C[Al](C)C.[CH2:12]([N:14]1[CH:22]=[C:21]2[C:16]([CH:17]=[C:18]([C:34](OC)=[O:35])[CH:19]=[C:20]2[O:23][C:24]2[CH:29]=[CH:28][C:27]([S:30]([CH3:33])(=[O:32])=[O:31])=[CH:26][CH:25]=2)=[N:15]1)[CH3:13].C(C(C(C([O-])=O)O)O)([O-])=O.[Na+].[K+]. The catalyst is ClC(Cl)C. The product is [CH2:12]([N:14]1[CH:22]=[C:21]2[C:16]([CH:17]=[C:18]([C:34]([NH:7][C:5]3[CH:4]=[N:3][N:2]([CH3:1])[N:6]=3)=[O:35])[CH:19]=[C:20]2[O:23][C:24]2[CH:25]=[CH:26][C:27]([S:30]([CH3:33])(=[O:32])=[O:31])=[CH:28][CH:29]=2)=[N:15]1)[CH3:13]. The yield is 0.589. (5) The reactants are [Cl:1][C:2]1[CH:3]=[C:4]2[C:9](=[C:10]([Cl:12])[CH:11]=1)[CH2:8][N:7]([CH3:13])[CH2:6][CH:5]2[C:14]1[CH:15]=[C:16]([S:20]([N:23]([CH2:30][P:31](=[O:34])([OH:33])[OH:32])[CH2:24][C:25]([O:27]CC)=[O:26])(=[O:22])=[O:21])[CH:17]=[CH:18][CH:19]=1.[OH-].[Li+]. The catalyst is O1CCCC1.O. The product is [Cl:1][C:2]1[CH:3]=[C:4]2[C:9](=[C:10]([Cl:12])[CH:11]=1)[CH2:8][N:7]([CH3:13])[CH2:6][CH:5]2[C:14]1[CH:15]=[C:16]([S:20]([N:23]([CH2:24][C:25]([OH:27])=[O:26])[CH2:30][P:31]([OH:34])([OH:33])=[O:32])(=[O:22])=[O:21])[CH:17]=[CH:18][CH:19]=1. The yield is 0.350. (6) The reactants are [Cl:1][C:2]1[CH:11]=[C:10]2[C:5]([CH2:6][CH2:7][O:8][C@H:9]2[C:12]2[CH:16]=[C:15]([CH:17]3OCC[O:18]3)[S:14][C:13]=2[CH3:22])=[CH:4][CH:3]=1.Cl. The catalyst is C1COCC1. The product is [Cl:1][C:2]1[CH:11]=[C:10]2[C:5]([CH2:6][CH2:7][O:8][C@H:9]2[C:12]2[CH:16]=[C:15]([CH:17]=[O:18])[S:14][C:13]=2[CH3:22])=[CH:4][CH:3]=1. The yield is 0.980.